From a dataset of Reaction yield outcomes from USPTO patents with 853,638 reactions. Predict the reaction yield, written as a fraction of the theoretical maximum amount of product (1.0 means a 100% yield; for example, 0.34 means a 34% yield). (1) The reactants are [OH-].[K+].[Br:3][C:4]1[CH:5]=[CH:6][C:7]2[NH:8][C:9]3[C:14]([C:15]=2[CH:16]=1)=[CH:13][C:12]([Br:17])=[CH:11][CH:10]=3.Br[CH2:19][CH2:20][CH:21]1[O:23][CH2:22]1. The catalyst is CN(C=O)C.CCOC(C)=O. The product is [Br:17][C:12]1[CH:11]=[CH:10][C:9]2[N:8]([CH2:19][CH2:20][CH:21]3[CH2:22][O:23]3)[C:7]3[C:15]([C:14]=2[CH:13]=1)=[CH:16][C:4]([Br:3])=[CH:5][CH:6]=3. The yield is 0.979. (2) The reactants are [OH:1][C:2]1[CH:3]=[C:4]2[C:9](=[CH:10][CH:11]=1)[CH2:8][CH:7]([C:12]([OH:14])=[O:13])[CH2:6][CH2:5]2.OS(O)(=O)=O.[CH3:20]O. The catalyst is CCOC(C)=O. The product is [OH:1][C:2]1[CH:3]=[C:4]2[C:9](=[CH:10][CH:11]=1)[CH2:8][CH:7]([C:12]([O:14][CH3:20])=[O:13])[CH2:6][CH2:5]2. The yield is 0.670. (3) The reactants are [OH-:1].[Na+].[CH:3](=O)[C:4]1[C:5]([O:10][CH3:11])=[CH:6][CH:7]=[CH:8][CH:9]=1.Cl.[NH2:14]O. The catalyst is O.C(O)C. The product is [CH3:11][O:10][C:5]1[CH:6]=[CH:7][CH:8]=[CH:9][C:4]=1[CH:3]=[N:14][OH:1]. The yield is 0.990. (4) The reactants are [Br:1][C:2]1[C:3]([NH2:9])=[N:4][CH:5]=[N:6][C:7]=1Cl.[F:10][C:11]1[CH:16]=[CH:15][C:14]([C:17]2[N:18]=[C:19]([CH:23]3[CH2:28][CH2:27][NH:26][CH2:25][CH2:24]3)[N:20]([CH3:22])[CH:21]=2)=[CH:13][C:12]=1[C:29]([F:32])([F:31])[F:30].C(=O)([O-])[O-].[K+].[K+].O. The catalyst is CS(C)=O. The product is [Br:1][C:2]1[C:3]([NH2:9])=[N:4][CH:5]=[N:6][C:7]=1[N:26]1[CH2:27][CH2:28][CH:23]([C:19]2[N:20]([CH3:22])[CH:21]=[C:17]([C:14]3[CH:15]=[CH:16][C:11]([F:10])=[C:12]([C:29]([F:32])([F:30])[F:31])[CH:13]=3)[N:18]=2)[CH2:24][CH2:25]1. The yield is 0.860. (5) The reactants are [CH2:1]([N:3]([CH:16]1[CH2:21][CH2:20][O:19][CH2:18][CH2:17]1)[C:4]1[N:11]=[CH:10][C:9]([C:12]([F:15])([F:14])[F:13])=[CH:8][C:5]=1[CH:6]=[O:7])[CH3:2].[BH4-].[Na+]. The catalyst is CO. The product is [CH2:1]([N:3]([CH:16]1[CH2:17][CH2:18][O:19][CH2:20][CH2:21]1)[C:4]1[C:5]([CH2:6][OH:7])=[CH:8][C:9]([C:12]([F:15])([F:14])[F:13])=[CH:10][N:11]=1)[CH3:2]. The yield is 0.980. (6) The reactants are C([N:8]1[C:12]([NH:13][CH:14]2[CH2:19][CH2:18][CH:17]([O:20][Si:21]([C:24]([CH3:27])([CH3:26])[CH3:25])([CH3:23])[CH3:22])[CH2:16][CH2:15]2)=[CH:11][N:10]=[N:9]1)C1C=CC=CC=1.C([O-])=O.[NH4+].C(O)(=O)C. The catalyst is [C].[Pd].CO. The product is [Si:21]([O:20][CH:17]1[CH2:18][CH2:19][CH:14]([NH:13][C:12]2[NH:8][N:9]=[N:10][CH:11]=2)[CH2:15][CH2:16]1)([C:24]([CH3:27])([CH3:26])[CH3:25])([CH3:23])[CH3:22]. The yield is 0.650. (7) The reactants are [CH3:1][N:2]([CH:12]1[CH:17]([CH3:18])[CH2:16][CH2:15][NH:14][CH2:13]1)[C:3]1[C:4]2[CH:11]=[CH:10][NH:9][C:5]=2[N:6]=[CH:7][N:8]=1.[C:19](Cl)(=[O:21])[CH3:20]. The catalyst is ClCCl.N1C=CC=CC=1. The product is [CH3:18][CH:17]1[CH2:16][CH2:15][N:14]([C:19](=[O:21])[CH3:20])[CH2:13][CH:12]1[N:2]([CH3:1])[C:3]1[C:4]2[CH:11]=[CH:10][NH:9][C:5]=2[N:6]=[CH:7][N:8]=1. The yield is 0.150. (8) The reactants are Cl[CH2:2][CH2:3][CH2:4][O:5][C:6]1[CH:11]=[CH:10][C:9]([C:12]2[S:13][C:14]3[CH2:19][CH2:18][CH:17]([C:20]([O:22][CH2:23][CH3:24])=[O:21])[C:15]=3[N:16]=2)=[CH:8][CH:7]=1.[CH3:25][CH:26]1[CH2:30][CH2:29][CH2:28][NH:27]1.[I-].[Na+].ClCCl. The catalyst is C(#N)C. The product is [CH3:25][CH:26]1[CH2:30][CH2:29][CH2:28][N:27]1[CH2:2][CH2:3][CH2:4][O:5][C:6]1[CH:11]=[CH:10][C:9]([C:12]2[S:13][C:14]3[CH2:19][CH2:18][CH:17]([C:20]([O:22][CH2:23][CH3:24])=[O:21])[C:15]=3[N:16]=2)=[CH:8][CH:7]=1. The yield is 0.510.